This data is from Forward reaction prediction with 1.9M reactions from USPTO patents (1976-2016). The task is: Predict the product of the given reaction. (1) Given the reactants [Cl:1][C:2]1[CH:3]=[N:4][CH:5]=[C:6]([Cl:32])[C:7]=1[CH2:8][CH:9]([O:20][C:21](=[O:31])[CH:22]([C:24]1[CH:29]=[CH:28][C:27]([NH2:30])=[CH:26][CH:25]=1)[CH3:23])[C:10]1[CH:15]=[CH:14][C:13]([O:16][CH3:17])=[C:12]([O:18][CH3:19])[CH:11]=1.C(N(CC)CC)C.[CH3:40][S:41](Cl)(=[O:43])=[O:42], predict the reaction product. The product is: [Cl:32][C:6]1[CH:5]=[N:4][CH:3]=[C:2]([Cl:1])[C:7]=1[CH2:8][CH:9]([O:20][C:21](=[O:31])[CH:22]([C:24]1[CH:25]=[CH:26][C:27]([NH:30][S:41]([CH3:40])(=[O:43])=[O:42])=[CH:28][CH:29]=1)[CH3:23])[C:10]1[CH:15]=[CH:14][C:13]([O:16][CH3:17])=[C:12]([O:18][CH3:19])[CH:11]=1. (2) Given the reactants [Br:1][C:2]1[CH:3]=[C:4]([C:8]2[CH:9]=[C:10]([CH2:14][C:15]([OH:17])=[O:16])[CH:11]=[CH:12][CH:13]=2)[CH:5]=[N:6][CH:7]=1.S(Cl)(Cl)=O.CO.[C:24]([O-])(O)=O.[Na+], predict the reaction product. The product is: [CH3:24][O:16][C:15](=[O:17])[CH2:14][C:10]1[CH:11]=[CH:12][CH:13]=[C:8]([C:4]2[CH:5]=[N:6][CH:7]=[C:2]([Br:1])[CH:3]=2)[CH:9]=1. (3) Given the reactants [Br-].[Cl:2][CH2:3][C:4]([C:6]1[CH2:10][CH:9]([C:11]2[CH:16]=[CH:15][C:14]([Cl:17])=[CH:13][CH:12]=2)[O:8][N:7]=1)=[O:5].[Cl-].[NH4+].CCOCC.O1C[CH2:28][CH2:27][CH2:26]1, predict the reaction product. The product is: [Cl:2][CH2:3][C:4]([C:26]#[C:27][CH3:28])([C:6]1[CH2:10][CH:9]([C:11]2[CH:12]=[CH:13][C:14]([Cl:17])=[CH:15][CH:16]=2)[O:8][N:7]=1)[OH:5]. (4) Given the reactants [CH:1]([C:3]1[N:4]=[CH:5][C:6]([NH:9][C:10](=[O:27])[CH:11]([NH:15][C:16](=[O:26])[CH2:17][C:18]2[CH:23]=[C:22]([F:24])[CH:21]=[C:20]([F:25])[CH:19]=2)[CH2:12][CH2:13][CH3:14])=[N:7][CH:8]=1)=O.[CH2:28]([N:35]1[CH2:39][CH2:38][CH:37]([NH2:40])[CH2:36]1)[C:29]1[CH:34]=[CH:33][CH:32]=[CH:31][CH:30]=1.C(O)(=O)C.S([O-])([O-])(=O)=O.[Na+].[Na+].C(O[BH-](OC(=O)C)OC(=O)C)(=O)C.[Na+], predict the reaction product. The product is: [CH2:28]([N:35]1[CH2:39][CH2:38][CH:37]([NH:40][CH2:1][C:3]2[N:4]=[CH:5][C:6]([NH:9][C:10](=[O:27])[CH:11]([NH:15][C:16](=[O:26])[CH2:17][C:18]3[CH:23]=[C:22]([F:24])[CH:21]=[C:20]([F:25])[CH:19]=3)[CH2:12][CH2:13][CH3:14])=[N:7][CH:8]=2)[CH2:36]1)[C:29]1[CH:30]=[CH:31][CH:32]=[CH:33][CH:34]=1.